This data is from Catalyst prediction with 721,799 reactions and 888 catalyst types from USPTO. The task is: Predict which catalyst facilitates the given reaction. (1) Reactant: Cl[C:2]1[CH:7]=[C:6]([Cl:8])[N:5]=[CH:4][N:3]=1.[C:9]([O:13][C:14]([N:16]1[CH2:21][CH2:20][CH:19]([CH2:22][NH:23][CH3:24])[CH2:18][CH2:17]1)=[O:15])([CH3:12])([CH3:11])[CH3:10].C(N(C(C)C)CC)(C)C. Product: [C:9]([O:13][C:14]([N:16]1[CH2:21][CH2:20][CH:19]([CH2:22][N:23]([C:2]2[CH:7]=[C:6]([Cl:8])[N:5]=[CH:4][N:3]=2)[CH3:24])[CH2:18][CH2:17]1)=[O:15])([CH3:12])([CH3:11])[CH3:10]. The catalyst class is: 32. (2) Reactant: [CH3:1][NH:2][C:3]1[C:8]([NH2:9])=[CH:7][CH:6]=[C:5]([C:10]([F:13])([F:12])[F:11])[N:4]=1.[CH2:14]([S:16][C:17]1[CH:25]=[CH:24][CH:23]=[CH:22][C:18]=1[C:19](O)=O)[CH3:15].CCN=C=NCCCN(C)C.N1C=CC=CC=1. Product: [CH2:14]([S:16][C:17]1[CH:25]=[CH:24][CH:23]=[CH:22][C:18]=1[C:19]1[N:2]([CH3:1])[C:3]2=[N:4][C:5]([C:10]([F:11])([F:12])[F:13])=[CH:6][CH:7]=[C:8]2[N:9]=1)[CH3:15]. The catalyst class is: 6.